This data is from CYP3A4 inhibition data for predicting drug metabolism from PubChem BioAssay. The task is: Regression/Classification. Given a drug SMILES string, predict its absorption, distribution, metabolism, or excretion properties. Task type varies by dataset: regression for continuous measurements (e.g., permeability, clearance, half-life) or binary classification for categorical outcomes (e.g., BBB penetration, CYP inhibition). Dataset: cyp3a4_veith. (1) The molecule is Cc1cc(OC(=O)CCCNC(=O)OC(C)(C)C)c2c3c(c(=O)oc2c1)CCC3. The result is 0 (non-inhibitor). (2) The molecule is COCCn1c(=O)c(C)nc2cncnc21. The result is 1 (inhibitor).